Dataset: TCR-epitope binding with 47,182 pairs between 192 epitopes and 23,139 TCRs. Task: Binary Classification. Given a T-cell receptor sequence (or CDR3 region) and an epitope sequence, predict whether binding occurs between them. The epitope is AMFWSVPTV. The TCR CDR3 sequence is CASSIASGIYEQYF. Result: 1 (the TCR binds to the epitope).